From a dataset of Forward reaction prediction with 1.9M reactions from USPTO patents (1976-2016). Predict the product of the given reaction. (1) Given the reactants [CH3:1][C@@:2]([OH:30])([C:26]([CH3:29])([CH3:28])[CH3:27])[C@@H:3]1[C@@:8]2([O:24][CH3:25])[C@@H:9]3[O:23][C:18]4=[C:19]([OH:22])[CH:20]=[CH:21][C:16]5=[C:17]4[C@:10]43[CH2:11][CH2:12][NH:13][C@H:14]([CH2:15]5)[C@@:5]4([CH2:6][CH2:7]2)[CH2:4]1.[CH:31]1([CH2:34]Br)[CH2:33][CH2:32]1, predict the reaction product. The product is: [CH3:1][C@@:2]([OH:30])([C:26]([CH3:29])([CH3:28])[CH3:27])[C@@H:3]1[C@:8]2([O:24][CH3:25])[C@@H:9]3[O:23][C:18]4=[C:19]([OH:22])[CH:20]=[CH:21][C:16]5=[C:17]4[C@:10]43[CH2:11][CH2:12][N:13]([CH2:34][CH:31]3[CH2:33][CH2:32]3)[C@H:14]([CH2:15]5)[C@@:5]4([CH2:6][CH2:7]2)[CH2:4]1. (2) Given the reactants Cl[C:2]1[C:3]2[N:4]([CH:11]=[CH:12][CH:13]=2)[N:5]=[CH:6][C:7]=1[C:8]([NH2:10])=[O:9].[NH2:14][C@H:15]1[CH2:20][CH2:19][C@H:18]([OH:21])[CH2:17][CH2:16]1, predict the reaction product. The product is: [OH:21][CH:18]1[CH2:19][CH2:20][CH:15]([NH:14][C:2]2[C:3]3[N:4]([CH:11]=[CH:12][CH:13]=3)[N:5]=[CH:6][C:7]=2[C:8]([NH2:10])=[O:9])[CH2:16][CH2:17]1. (3) Given the reactants [F:1][C:2]1[CH:11]=[C:10]2[C:5]([CH2:6][CH2:7][CH2:8][N:9]2C(OC(C)(C)C)=O)=[CH:4][C:3]=1[C:19]1[CH:20]=[N:21][N:22]([CH3:24])[CH:23]=1.FC(F)(F)C(O)=O, predict the reaction product. The product is: [F:1][C:2]1[CH:11]=[C:10]2[C:5]([CH2:6][CH2:7][CH2:8][NH:9]2)=[CH:4][C:3]=1[C:19]1[CH:20]=[N:21][N:22]([CH3:24])[CH:23]=1. (4) Given the reactants [CH3:1][O:2][N:3]([CH3:13])[C:4]([CH:6]1[CH2:11][CH2:10][C:9](=[O:12])[CH2:8][CH2:7]1)=[O:5].C1(C)C(S([O-])(=O)=[O:21])=CC=CC=1.[C:25]1([CH3:31])C=CC=CC=1, predict the reaction product. The product is: [CH3:1][O:2][N:3]([CH3:13])[C:4]([CH:6]1[CH2:11][CH2:10][C:9]2([O:21][CH2:25][CH2:31][O:12]2)[CH2:8][CH2:7]1)=[O:5]. (5) Given the reactants N1C=CC=CC=1C(O)=O.[NH2:10][C:11]1[C:16]([C:17]2[CH:22]=[CH:21][C:20]([OH:23])=[CH:19][CH:18]=2)=[CH:15][CH:14]=[CH:13][N:12]=1.P([O-])([O-])([O-])=O.[K+].[K+].[K+].Br[C:33]1[CH:38]=[CH:37][C:36]([CH2:39][CH3:40])=[CH:35][CH:34]=1, predict the reaction product. The product is: [CH2:39]([C:36]1[CH:37]=[CH:38][C:33]([O:23][C:20]2[CH:21]=[CH:22][C:17]([C:16]3[C:11]([NH2:10])=[N:12][CH:13]=[CH:14][CH:15]=3)=[CH:18][CH:19]=2)=[CH:34][CH:35]=1)[CH3:40]. (6) Given the reactants [C:1]([O:5][C@@H:6]([C:12]1[C:13]([CH3:56])=[N:14][C:15]2[N:16]([N:50]=[C:51]([C:53](O)=[O:54])[CH:52]=2)[C:17]=1[N:18]1[CH2:23][CH2:22][C:21]([O:25][CH2:26][CH2:27][CH2:28][CH2:29][C@H:30]([O:32][Si:33]([C:46]([CH3:49])([CH3:48])[CH3:47])([C:40]2[CH:45]=[CH:44][CH:43]=[CH:42][CH:41]=2)[C:34]2[CH:39]=[CH:38][CH:37]=[CH:36][CH:35]=2)[CH3:31])([CH3:24])[CH2:20][CH2:19]1)[C:7]([O:9][CH2:10][CH3:11])=[O:8])([CH3:4])([CH3:3])[CH3:2].CCN(CC)CC.ClC(OC(C)C)=O.C1(C)C=CC=CC=1.[BH4-].[Na+], predict the reaction product. The product is: [C:1]([O:5][C@@H:6]([C:12]1[C:13]([CH3:56])=[N:14][C:15]2[N:16]([N:50]=[C:51]([CH2:53][OH:54])[CH:52]=2)[C:17]=1[N:18]1[CH2:23][CH2:22][C:21]([O:25][CH2:26][CH2:27][CH2:28][CH2:29][C@H:30]([O:32][Si:33]([C:46]([CH3:49])([CH3:48])[CH3:47])([C:40]2[CH:41]=[CH:42][CH:43]=[CH:44][CH:45]=2)[C:34]2[CH:35]=[CH:36][CH:37]=[CH:38][CH:39]=2)[CH3:31])([CH3:24])[CH2:20][CH2:19]1)[C:7]([O:9][CH2:10][CH3:11])=[O:8])([CH3:2])([CH3:3])[CH3:4]. (7) Given the reactants [CH2:1]([O:8][C:9]([N:11]1[CH2:16][CH2:15][N:14]([C:17]2[CH:22]=[C:21]([CH3:23])[CH:20]=[CH:19][C:18]=2[N+:24]([O-])=O)[CH2:13][CH2:12]1)=[O:10])[C:2]1[CH:7]=[CH:6][CH:5]=[CH:4][CH:3]=1.Cl[Sn]Cl.O, predict the reaction product. The product is: [CH2:1]([O:8][C:9]([N:11]1[CH2:12][CH2:13][N:14]([C:17]2[CH:22]=[C:21]([CH3:23])[CH:20]=[CH:19][C:18]=2[NH2:24])[CH2:15][CH2:16]1)=[O:10])[C:2]1[CH:7]=[CH:6][CH:5]=[CH:4][CH:3]=1.